This data is from Cav3 T-type calcium channel HTS with 100,875 compounds. The task is: Binary Classification. Given a drug SMILES string, predict its activity (active/inactive) in a high-throughput screening assay against a specified biological target. (1) The compound is s1nnc(C(=O)N\N=C\c2ccc(F)cc2)c1. The result is 0 (inactive). (2) The drug is O(c1n(nc2c1ccc(c2)C(=O)NCc1ccccc1)CCC)CC. The result is 0 (inactive). (3) The molecule is S(c1nc2n(c3c(c2nn1)cccc3)CC=C)Cc1cc2nonc2cc1. The result is 0 (inactive). (4) The drug is s\1c2n(nc(Cc3ccccc3)c(=O)n2)c(=O)c1=C/c1occc1. The result is 0 (inactive). (5) The compound is ClCCNC(=O)Nc1c(OC)cccc1. The result is 0 (inactive). (6) The compound is O=C(Nc1cc(OC)ccc1)C1CCN(CC1)Cc1c(n(nc1)c1ccccc1)n1cccc1. The result is 1 (active).